Dataset: Forward reaction prediction with 1.9M reactions from USPTO patents (1976-2016). Task: Predict the product of the given reaction. (1) Given the reactants Cl.[C:2]1([C@@H:8]2[CH2:10][C@H:9]2[NH2:11])[CH:7]=[CH:6][CH:5]=[CH:4][CH:3]=1.C(N(CC)CC)C.[N:19]1[C:28]2[C:23](=[CH:24][N:25]=[CH:26][CH:27]=2)[CH:22]=[CH:21][C:20]=1[C:29](O)=[O:30].O.ON1C2C=CC=CC=2N=N1, predict the reaction product. The product is: [C:2]1([C@@H:8]2[CH2:10][C@H:9]2[NH:11][C:29]([C:20]2[CH:21]=[CH:22][C:23]3[C:28](=[CH:27][CH:26]=[N:25][CH:24]=3)[N:19]=2)=[O:30])[CH:7]=[CH:6][CH:5]=[CH:4][CH:3]=1. (2) Given the reactants [NH:1]1[C:9]2[C:4](=[CH:5][CH:6]=[CH:7][CH:8]=2)[CH:3]=[C:2]1[C:10]([O:12][CH2:13][CH3:14])=[O:11].Br[CH2:16][C:17]([O:19][C:20]([CH3:23])([CH3:22])[CH3:21])=[O:18].C(=O)([O-])[O-].[K+].[K+].O, predict the reaction product. The product is: [C:20]([O:19][C:17](=[O:18])[CH2:16][N:1]1[C:9]2[C:4](=[CH:5][CH:6]=[CH:7][CH:8]=2)[CH:3]=[C:2]1[C:10]([O:12][CH2:13][CH3:14])=[O:11])([CH3:23])([CH3:22])[CH3:21]. (3) Given the reactants [CH:1]1[C:13]2[NH:12][C:11]3[C:6](=[CH:7][CH:8]=[CH:9][CH:10]=3)[C:5]=2[CH:4]=[CH:3][CH:2]=1.[H-].[Na+].Br[CH2:17][CH2:18][CH2:19][CH2:20][CH2:21][CH3:22].O, predict the reaction product. The product is: [CH2:17]([N:12]1[C:11]2[CH:10]=[CH:9][CH:8]=[CH:7][C:6]=2[C:5]2[C:13]1=[CH:1][CH:2]=[CH:3][CH:4]=2)[CH2:18][CH2:19][CH2:20][CH2:21][CH3:22].